From a dataset of Blood-brain barrier permeability regression values from the B3DB database. Regression/Classification. Given a drug SMILES string, predict its absorption, distribution, metabolism, or excretion properties. Task type varies by dataset: regression for continuous measurements (e.g., permeability, clearance, half-life) or binary classification for categorical outcomes (e.g., BBB penetration, CYP inhibition). For this dataset (b3db_regression), we predict Y. (1) The drug is CCN(C)C(=O)OC1=CC=CC(=C1)C(C)N(C)C. The Y is 0.880 log(BB ratio). (2) The molecule is CC[C@]1(C[C@@H](C2=C([C@H]1O)C(=C3C(=C2O)C(=O)C4=C(C3=O)C=CC=C4O)O)O[C@H]5C[C@@H]([C@@H]([C@@H](O5)C)O)N6CCOCC6)O. The Y is 0.560 log(BB ratio). (3) The molecule is CC1=NC=CC(=C1)C2=CC3=NC(=NN3C(=C2)N)C4=CC=CC=N4. The Y is -0.100 log(BB ratio). (4) The compound is C[N+]1=C2C3C(CCN2C(=O)C4=CC=CC=C41)C5=CC=CC=C5N3. The Y is 0.110 log(BB ratio). (5) The drug is CNS(=O)(=O)CC1=CC2=C(C=C1)NC=C2CCN(C)C. The Y is -0.400 log(BB ratio). (6) The drug is C1CCN(CC1)CC2=CC(=CC=C2)OCCCNC(=O)C3=CC=CC=C3. The Y is -0.240 log(BB ratio).